From a dataset of Full USPTO retrosynthesis dataset with 1.9M reactions from patents (1976-2016). Predict the reactants needed to synthesize the given product. (1) Given the product [CH2:17]([C:4]1([CH2:1][C:2](=[O:27])[CH3:3])[CH2:13][CH2:12][C:11]2[C:6](=[CH:7][CH:8]=[C:9]([O:14][CH3:15])[CH:10]=2)[C:5]1=[O:16])[CH2:18][CH2:19][CH3:20], predict the reactants needed to synthesize it. The reactants are: [CH2:1]([C:4]1([CH2:17][CH2:18][CH2:19][CH3:20])[CH2:13][CH2:12][C:11]2[C:6](=[CH:7][CH:8]=[C:9]([O:14][CH3:15])[CH:10]=2)[C:5]1=[O:16])[CH:2]=[CH2:3].C1(=O)C=CC(=[O:27])C=C1.O.Cl(O)(=O)(=O)=O. (2) Given the product [CH2:31]([O:33][P:34](=[O:35])([O:36][CH2:37][CH3:38])[O:30][CH2:29][C@@H:22]1[C@@H:23]([OH:28])[C@H:24]([OH:27])[C@@H:25]([OH:26])[C@H:20]([C:14]2[CH:15]=[CH:16][C:17]([CH2:18][CH3:19])=[C:12]([CH2:11][C:9]3[CH:8]=[CH:7][C:6]4[O:1][CH2:2][CH2:3][O:4][C:5]=4[CH:10]=3)[CH:13]=2)[O:21]1)[CH3:32], predict the reactants needed to synthesize it. The reactants are: [O:1]1[C:6]2[CH:7]=[CH:8][C:9]([CH2:11][C:12]3[CH:13]=[C:14]([C@H:20]4[C@H:25]([OH:26])[C@@H:24]([OH:27])[C@H:23]([OH:28])[C@@H:22]([CH2:29][OH:30])[O:21]4)[CH:15]=[CH:16][C:17]=3[CH2:18][CH3:19])=[CH:10][C:5]=2[O:4][CH2:3][CH2:2]1.[CH2:31]([O:33][P:34](Cl)([O:36][CH2:37][CH3:38])=[O:35])[CH3:32]. (3) The reactants are: [C:1](/[C:3](=[CH:9]\[NH:10][C:11]1[CH:16]=[CH:15][C:14]([N+:17]([O-:19])=[O:18])=[CH:13][CH:12]=1)/[C:4]([O:6]CC)=O)#[N:2].C1C=CC(C2C=CC=CC=2)=CC=1.C1C=CC(OC2C=CC=CC=2)=CC=1. Given the product [OH:6][C:4]1[C:12]2[C:11](=[CH:16][CH:15]=[C:14]([N+:17]([O-:19])=[O:18])[CH:13]=2)[N:10]=[CH:9][C:3]=1[C:1]#[N:2], predict the reactants needed to synthesize it. (4) The reactants are: [CH3:1][C:2]1[NH:6][C:5]2[C:7]([C:17]([O:19]C)=[O:18])=[CH:8][C:9]([N:11]3[CH2:16][CH2:15][O:14][CH2:13][CH2:12]3)=[CH:10][C:4]=2[N:3]=1.[CH3:21][C:22]1[CH:29]=[CH:28][C:27]([C:30]([F:33])([F:32])[F:31])=[CH:26][C:23]=1[CH2:24]Br.C(=O)([O-])[O-].[K+].[K+].[OH-].[Li+]. Given the product [CH3:1][C:2]1[N:3]([CH2:24][C:23]2[CH:26]=[C:27]([C:30]([F:31])([F:32])[F:33])[CH:28]=[CH:29][C:22]=2[CH3:21])[C:4]2[CH:10]=[C:9]([N:11]3[CH2:16][CH2:15][O:14][CH2:13][CH2:12]3)[CH:8]=[C:7]([C:17]([OH:19])=[O:18])[C:5]=2[N:6]=1, predict the reactants needed to synthesize it. (5) The reactants are: Br[C:2]1[N:10]2[C:5]([C:6]([N:12]([CH2:22][CH3:23])[CH2:13][C:14]3[CH:19]=[CH:18][C:17]([O:20][CH3:21])=[CH:16][CH:15]=3)=[N:7][C:8]([Cl:11])=[N:9]2)=[N:4][CH:3]=1.[Cu][C:25]#[N:26]. Given the product [Cl:11][C:8]1[N:7]=[C:6]([N:12]([CH2:22][CH3:23])[CH2:13][C:14]2[CH:19]=[CH:18][C:17]([O:20][CH3:21])=[CH:16][CH:15]=2)[C:5]2=[N:4][CH:3]=[C:2]([C:25]#[N:26])[N:10]2[N:9]=1, predict the reactants needed to synthesize it.